From a dataset of Forward reaction prediction with 1.9M reactions from USPTO patents (1976-2016). Predict the product of the given reaction. (1) Given the reactants C(OCC[NH:6][C:7]1[CH:12]=[CH:11][CH:10]=[CH:9][C:8]=1[N+:13]([O-])=O)C.C(O)C.[OH-].[Na+].[C:21]([O:24][CH2:25][CH3:26])(=O)[CH3:22], predict the reaction product. The product is: [CH2:21]([O:24][CH2:25][CH2:26][C:7]1([NH2:6])[CH:12]=[CH:11][CH:10]=[CH:9][CH:8]1[NH2:13])[CH3:22]. (2) Given the reactants [Br:1][C:2]1[CH:10]=[C:9]2[C:5]([C:6]([CH2:19][OH:20])([CH3:18])[CH2:7][N:8]2C(OC(C)(C)C)=O)=[CH:4][CH:3]=1.[H-].[Na+].CI.[C:25](O)(C(F)(F)F)=O, predict the reaction product. The product is: [Br:1][C:2]1[CH:10]=[C:9]2[C:5]([C:6]([CH2:19][O:20][CH3:25])([CH3:18])[CH2:7][NH:8]2)=[CH:4][CH:3]=1. (3) Given the reactants C([O:4][CH2:5][C:6]1[CH:11]=[CH:10][C:9]([C:12]2[O:13][C:14]([C:17]3[C:22]([NH2:23])=[N:21][CH:20]=[C:19]([C:24]4[CH:29]=[CH:28][C:27]([C:30](=[O:34])[N:31]([CH3:33])[CH3:32])=[CH:26][CH:25]=4)[N:18]=3)=[N:15][N:16]=2)=[CH:8][CH:7]=1)(=O)C.[OH-].[Na+].Cl, predict the reaction product. The product is: [NH2:23][C:22]1[N:21]=[CH:20][C:19]([C:24]2[CH:29]=[CH:28][C:27]([C:30]([N:31]([CH3:33])[CH3:32])=[O:34])=[CH:26][CH:25]=2)=[N:18][C:17]=1[C:14]1[O:13][C:12]([C:9]2[CH:8]=[CH:7][C:6]([CH2:5][OH:4])=[CH:11][CH:10]=2)=[N:16][N:15]=1. (4) Given the reactants [Cl:1][C:2]1[CH:3]=[C:4]([C:12]([NH:14][C@@H:15]([CH2:21][C:22]2[CH:27]=[CH:26][C:25]([C:28]3[N:29]=[C:30]4[C:35]([CH3:36])=[CH:34][CH:33]=[CH:32][N:31]4[CH:37]=3)=[CH:24][CH:23]=2)[CH2:16][CH2:17][C:18]([OH:20])=O)=[O:13])[CH:5]=[CH:6][C:7]=1[O:8][CH:9]([CH3:11])[CH3:10].C([N:40](CC)CC)C.ClC(OCC)=O, predict the reaction product. The product is: [NH2:40][C:18](=[O:20])[CH2:17][CH2:16][C@@H:15]([NH:14][C:12](=[O:13])[C:4]1[CH:5]=[CH:6][C:7]([O:8][CH:9]([CH3:10])[CH3:11])=[C:2]([Cl:1])[CH:3]=1)[CH2:21][C:22]1[CH:23]=[CH:24][C:25]([C:28]2[N:29]=[C:30]3[C:35]([CH3:36])=[CH:34][CH:33]=[CH:32][N:31]3[CH:37]=2)=[CH:26][CH:27]=1. (5) Given the reactants Cl[C:2](=[N:13][OH:14])[C:3]1[CH:4]=[C:5]([CH:10]=[CH:11][CH:12]=1)[C:6]([O:8][CH3:9])=[O:7].[C:15]([C:17]1[CH:22]=[CH:21][C:20]([C:23]([F:26])([F:25])[F:24])=[CH:19][CH:18]=1)#[CH:16].C(N(CC)CC)C.O, predict the reaction product. The product is: [F:24][C:23]([F:25])([F:26])[C:20]1[CH:19]=[CH:18][C:17]([C:15]2[O:14][N:13]=[C:2]([C:3]3[CH:4]=[C:5]([CH:10]=[CH:11][CH:12]=3)[C:6]([O:8][CH3:9])=[O:7])[CH:16]=2)=[CH:22][CH:21]=1. (6) Given the reactants [O:1]=[C:2]1[CH2:10][C:9]2[C:4](=[CH:5][CH:6]=[C:7]([C:11]([C:13]3[CH:18]=[CH:17][C:16]([NH:19][C:20]([C:22]4[N:23]([CH2:28][CH3:29])[N:24]=[C:25]([CH3:27])[CH:26]=4)=[O:21])=[CH:15][CH:14]=3)=[O:12])[CH:8]=2)[NH:3]1.[CH:30](OCC)=[O:31].[O-]CC.[Na+].Cl, predict the reaction product. The product is: [OH:31][CH:30]=[C:10]1[C:9]2[C:4](=[CH:5][CH:6]=[C:7]([C:11]([C:13]3[CH:14]=[CH:15][C:16]([NH:19][C:20]([C:22]4[N:23]([CH2:28][CH3:29])[N:24]=[C:25]([CH3:27])[CH:26]=4)=[O:21])=[CH:17][CH:18]=3)=[O:12])[CH:8]=2)[NH:3][C:2]1=[O:1]. (7) Given the reactants Br[C:2]1[CH:3]=[CH:4][C:5]([OH:36])=[C:6]([C:8]2[CH:17]=[CH:16][C:15]3[C:10](=[CH:11][CH:12]=[C:13]([C:18]4[N:22]([CH:23]5[CH2:28][CH2:27][CH2:26][CH2:25][CH2:24]5)[C:21]5[CH:29]=[CH:30][C:31]([C:33]([OH:35])=[O:34])=[CH:32][C:20]=5[N:19]=4)[CH:14]=3)[N:9]=2)[CH:7]=1.[OH:37]C1C=C(O)C=CC=1C(=O)C.[OH-].[K+], predict the reaction product. The product is: [CH:23]1([N:22]2[C:21]3[CH:29]=[CH:30][C:31]([C:33]([OH:35])=[O:34])=[CH:32][C:20]=3[N:19]=[C:18]2[C:13]2[CH:14]=[C:15]3[C:10](=[CH:11][CH:12]=2)[N:9]=[C:8]([C:6]2[CH:7]=[CH:2][C:3]([OH:37])=[CH:4][C:5]=2[OH:36])[CH:17]=[CH:16]3)[CH2:28][CH2:27][CH2:26][CH2:25][CH2:24]1.